This data is from Forward reaction prediction with 1.9M reactions from USPTO patents (1976-2016). The task is: Predict the product of the given reaction. (1) Given the reactants O[Li].O.[C:4]([O:8][C:9]([N:11]1[C:19]2[C:14](=[CH:15][CH:16]=[CH:17][CH:18]=2)[CH:13]([C:20]([N:22]2[CH2:25][CH2:24][C@H:23]2[C:26]([O:28]CC)=[O:27])=[O:21])[CH2:12]1)=[O:10])([CH3:7])([CH3:6])[CH3:5], predict the reaction product. The product is: [C:4]([O:8][C:9]([N:11]1[C:19]2[C:14](=[CH:15][CH:16]=[CH:17][CH:18]=2)[CH:13]([C:20]([N:22]2[CH2:25][CH2:24][C@H:23]2[C:26]([OH:28])=[O:27])=[O:21])[CH2:12]1)=[O:10])([CH3:7])([CH3:5])[CH3:6]. (2) Given the reactants [CH2:1]([O:3][C:4]([C:6]1[C:18]([CH2:19][C:20]2[CH:25]=[CH:24][C:23]([F:26])=[CH:22][CH:21]=2)=[N:17][C:9]2[CH:10]3[N:14]([C:15](=[O:16])[C:8]=2[C:7]=1[C:27]1[N:32]=[N:31][C:30]([C:33]([OH:35])=O)=[CH:29][CH:28]=1)[CH2:13][CH2:12][CH2:11]3)=[O:5])[CH3:2].[CH2:36]([NH2:42])[C:37]1[O:41][CH:40]=[CH:39][CH:38]=1.Cl.CN(C)CCCN=C=NCC.O.ON1C2C=CC=CC=2N=N1, predict the reaction product. The product is: [F:26][C:23]1[CH:22]=[CH:21][C:20]([CH2:19][C:18]2[C:6]([C:4]([O:3][CH2:1][CH3:2])=[O:5])=[C:7]([C:27]3[N:32]=[N:31][C:30]([C:33]([NH:42][CH2:36][C:37]4[O:41][CH:40]=[CH:39][CH:38]=4)=[O:35])=[CH:29][CH:28]=3)[C:8]3[C:15](=[O:16])[N:14]4[CH:10]([CH2:11][CH2:12][CH2:13]4)[C:9]=3[N:17]=2)=[CH:25][CH:24]=1. (3) Given the reactants C(N(CC)CC)C.Cl.[CH3:9][O:10][C:11](=[O:24])[CH2:12][NH:13][C:14]1[C:23]2[C:18](=[CH:19][CH:20]=[CH:21][CH:22]=2)[CH:17]=[CH:16][CH:15]=1.[F:25][C:26]([F:37])([F:36])[C:27](O[C:27](=[O:28])[C:26]([F:37])([F:36])[F:25])=[O:28].Cl, predict the reaction product. The product is: [CH3:9][O:10][C:11](=[O:24])[CH2:12][N:13]([C:14]1[C:23]2[C:18](=[CH:19][CH:20]=[CH:21][CH:22]=2)[CH:17]=[CH:16][CH:15]=1)[C:27](=[O:28])[C:26]([F:37])([F:36])[F:25]. (4) Given the reactants C([O:5][C:6](=[O:45])[C:7]([O:10]/[N:11]=[C:12](/[C:32]1[N:33]=[C:34]([NH:37]C(OC(C)(C)C)=O)[S:35][CH:36]=1)\[C:13]([NH:15][C@H:16]1[C@@H:19]([CH2:20][N:21]2[CH2:25][CH2:24][NH:23][C:22]2=[O:26])[N:18]([S:27]([OH:30])(=[O:29])=[O:28])[C:17]1=[O:31])=[O:14])([CH3:9])[CH3:8])(C)(C)C.C(O)(C(F)(F)F)=O, predict the reaction product. The product is: [NH2:37][C:34]1[S:35][CH:36]=[C:32](/[C:12](=[N:11]/[O:10][C:7]([CH3:9])([CH3:8])[C:6]([OH:45])=[O:5])/[C:13](=[O:14])[NH:15][C@H:16]2[C@@H:19]([CH2:20][N:21]3[CH2:25][CH2:24][NH:23][C:22]3=[O:26])[N:18]([S:27]([OH:30])(=[O:29])=[O:28])[C:17]2=[O:31])[N:33]=1. (5) Given the reactants N[CH:2]([C:19]1[CH:24]=[CH:23][C:22]([Cl:25])=[C:21]([Cl:26])[CH:20]=1)[C:3]1[C:7]([C:8]#[N:9])=[C:6]([N:10]2[CH2:15][CH2:14][O:13][CH2:12][CH2:11]2)[S:5][C:4]=1[C:16]([OH:18])=[O:17].Cl[C:28]1C=CC(CC2N=C(C3C=CN=CC=3)SC=2C2NC=NN=2)=CC=1.CO.C=O.[C:55]([BH3-])#[N:56].[Na+], predict the reaction product. The product is: [C:8]([C:7]1[C:3]([CH:2]([C:19]2[CH:24]=[CH:23][C:22]([Cl:25])=[C:21]([Cl:26])[CH:20]=2)[N:56]([CH3:55])[CH3:28])=[C:4]([C:16]([OH:18])=[O:17])[S:5][C:6]=1[N:10]1[CH2:15][CH2:14][O:13][CH2:12][CH2:11]1)#[N:9].